From a dataset of Peptide-MHC class I binding affinity with 185,985 pairs from IEDB/IMGT. Regression. Given a peptide amino acid sequence and an MHC pseudo amino acid sequence, predict their binding affinity value. This is MHC class I binding data. (1) The peptide sequence is KRMMVRHCL. The MHC is HLA-A11:01 with pseudo-sequence HLA-A11:01. The binding affinity (normalized) is 0.0847. (2) The binding affinity (normalized) is 0.0847. The peptide sequence is IMDASSFTL. The MHC is HLA-B07:02 with pseudo-sequence HLA-B07:02. (3) The peptide sequence is GLQADAPHL. The MHC is HLA-A02:11 with pseudo-sequence HLA-A02:11. The binding affinity (normalized) is 0.778. (4) The peptide sequence is VSTWQGFVY. The MHC is HLA-A03:01 with pseudo-sequence HLA-A03:01. The binding affinity (normalized) is 0.0847. (5) The peptide sequence is AMIDNYNKF. The MHC is Patr-A0701 with pseudo-sequence Patr-A0701. The binding affinity (normalized) is 0.560. (6) The peptide sequence is ILGLNKIVRMY. The MHC is Mamu-A02 with pseudo-sequence Mamu-A02. The binding affinity (normalized) is 0.